Dataset: Full USPTO retrosynthesis dataset with 1.9M reactions from patents (1976-2016). Task: Predict the reactants needed to synthesize the given product. (1) Given the product [F:1][C:2]1[C:3]([O:20][CH3:21])=[C:4]([CH:8]([CH2:18][CH3:19])[CH2:9][C:10]([C:13]([F:14])([F:15])[F:16])([OH:17])[CH:11]=[N:22][C:23]2[CH:31]=[CH:30][CH:29]=[C:28]3[C:24]=2[CH:25]=[N:26][N:27]3[C:32]2[CH:33]=[N:34][C:35]([F:38])=[CH:36][CH:37]=2)[CH:5]=[CH:6][CH:7]=1, predict the reactants needed to synthesize it. The reactants are: [F:1][C:2]1[C:3]([O:20][CH3:21])=[C:4]([C@H:8]([CH2:18][CH3:19])[CH2:9][C@:10]([OH:17])([C:13]([F:16])([F:15])[F:14])[CH:11]=O)[CH:5]=[CH:6][CH:7]=1.[NH2:22][C:23]1[CH:31]=[CH:30][CH:29]=[C:28]2[C:24]=1[CH:25]=[N:26][N:27]2[C:32]1[CH:33]=[N:34][C:35]([F:38])=[CH:36][CH:37]=1. (2) Given the product [Cl:31][CH2:2][C:3]1[N:4]=[CH:5][N:6]([C:8]([O:10][C:11]([CH3:14])([CH3:13])[CH3:12])=[O:9])[CH:7]=1, predict the reactants needed to synthesize it. The reactants are: O[CH2:2][C:3]1[N:4]=[CH:5][N:6]([C:8]([O:10][C:11]([CH3:14])([CH3:13])[CH3:12])=[O:9])[CH:7]=1.OCC1N(C(OC(C)(C)C)=O)C=NC=1.O=S(Cl)[Cl:31]. (3) Given the product [NH2:1][C:2]1[C:7]2[C:8]3[CH:14]=[CH:13][C:12]([C:20]4[CH:25]=[CH:24][CH:23]=[C:22]([C:26]([F:29])([F:28])[F:27])[CH:21]=4)=[CH:11][C:9]=3[S:10][C:6]=2[C:5]([C:16]([NH2:18])=[O:17])=[CH:4][N:3]=1, predict the reactants needed to synthesize it. The reactants are: [NH2:1][C:2]1[C:7]2[C:8]3[CH:14]=[CH:13][C:12](Br)=[CH:11][C:9]=3[S:10][C:6]=2[C:5]([C:16]([NH2:18])=[O:17])=[CH:4][N:3]=1.B(O)(O)[C:20]1[CH:25]=[CH:24][CH:23]=[C:22]([C:26]([F:29])([F:28])[F:27])[CH:21]=1.C([O-])([O-])=O.[Na+].[Na+]. (4) Given the product [CH2:32]([C:31]1[N:1]=[C:2]2[CH:3]=[CH:4][C:5]([NH:8][C:9]([C:11]3[N:12]([CH2:21][C:22]4[CH:27]=[CH:26][CH:25]=[C:24]([F:28])[CH:23]=4)[C:13]4[C:18]([CH:19]=3)=[CH:17][C:16]([F:20])=[CH:15][CH:14]=4)=[O:10])=[CH:6][N:7]2[CH:30]=1)[CH3:33], predict the reactants needed to synthesize it. The reactants are: [NH2:1][C:2]1[N:7]=[CH:6][C:5]([NH:8][C:9]([C:11]2[N:12]([CH2:21][C:22]3[CH:27]=[CH:26][CH:25]=[C:24]([F:28])[CH:23]=3)[C:13]3[C:18]([CH:19]=2)=[CH:17][C:16]([F:20])=[CH:15][CH:14]=3)=[O:10])=[CH:4][CH:3]=1.Br[CH2:30][C:31](=O)[CH2:32][CH3:33]. (5) Given the product [CH3:26][O:27][C:28]([NH:30][C@@H:31]([C@@H:35]([CH3:38])[CH2:36][CH3:37])[C:19]([N:1]1[C@H:5]([C:6]([O:8][CH2:9][C:10]2[CH:11]=[CH:12][CH:13]=[CH:14][CH:15]=2)=[O:7])[CH2:4][C@@H:3]2[CH2:16][CH2:17][CH2:18][C@H:2]12)=[O:21])=[O:29], predict the reactants needed to synthesize it. The reactants are: [N:1]1([C:19]([O:21]C(C)(C)C)=O)[C@H:5]([C:6]([O:8][CH2:9][C:10]2[CH:15]=[CH:14][CH:13]=[CH:12][CH:11]=2)=[O:7])[CH2:4][C@@H:3]2[CH2:16][CH2:17][CH2:18][C@H:2]12.[CH3:26][O:27][C:28]([NH:30][C@@H:31]([C@@H:35]([CH3:38])[CH2:36][CH3:37])C(O)=O)=[O:29].CN(C(ON1N=NC2C=CC=NC1=2)=[N+](C)C)C.F[P-](F)(F)(F)(F)F.CCN(C(C)C)C(C)C. (6) Given the product [Br:1][C:2]1[CH:7]=[CH:6][C:5]2[C:8]3[C:13](=[C:12]([CH3:18])[N:11]=[CH:10][CH:9]=3)[C:14](=[O:15])[N:16]([CH3:17])[C:4]=2[C:3]=1[F:20], predict the reactants needed to synthesize it. The reactants are: [Br:1][C:2]1[CH:7]=[CH:6][C:5]([C:8]2[C:13]([C:14]([NH:16][CH3:17])=[O:15])=[C:12]([CH3:18])[N:11]=[CH:10][CH:9]=2)=[C:4](F)[C:3]=1[F:20].[H-].[Na+]. (7) Given the product [Br:1][C:2]1[CH:3]=[C:4]2[C:9](=[CH:10][CH:11]=1)[C:8]([N:17]1[CH2:18][CH2:19][N:14]([CH3:13])[CH2:15][CH2:16]1)=[N:7][N:6]=[CH:5]2, predict the reactants needed to synthesize it. The reactants are: [Br:1][C:2]1[CH:3]=[C:4]2[C:9](=[CH:10][CH:11]=1)[C:8](Cl)=[N:7][N:6]=[CH:5]2.[CH3:13][N:14]1[CH2:19][CH2:18][NH:17][CH2:16][CH2:15]1.C(=O)([O-])[O-].[K+].[K+].